Regression. Given two drug SMILES strings and cell line genomic features, predict the synergy score measuring deviation from expected non-interaction effect. From a dataset of NCI-60 drug combinations with 297,098 pairs across 59 cell lines. (1) Drug 1: C1=NC2=C(N=C(N=C2N1C3C(C(C(O3)CO)O)O)F)N. Drug 2: CC1=C(C(=CC=C1)Cl)NC(=O)C2=CN=C(S2)NC3=CC(=NC(=N3)C)N4CCN(CC4)CCO. Cell line: EKVX. Synergy scores: CSS=-1.61, Synergy_ZIP=5.68, Synergy_Bliss=-0.370, Synergy_Loewe=-5.10, Synergy_HSA=-3.35. (2) Drug 1: CC12CCC3C(C1CCC2=O)CC(=C)C4=CC(=O)C=CC34C. Drug 2: CC(CN1CC(=O)NC(=O)C1)N2CC(=O)NC(=O)C2. Cell line: HOP-92. Synergy scores: CSS=40.5, Synergy_ZIP=-2.90, Synergy_Bliss=-1.39, Synergy_Loewe=-6.00, Synergy_HSA=0.00174. (3) Drug 1: COC1=C(C=C2C(=C1)N=CN=C2NC3=CC(=C(C=C3)F)Cl)OCCCN4CCOCC4. Drug 2: C1C(C(OC1N2C=NC3=C(N=C(N=C32)Cl)N)CO)O. Cell line: HOP-62. Synergy scores: CSS=19.4, Synergy_ZIP=-3.72, Synergy_Bliss=3.88, Synergy_Loewe=4.33, Synergy_HSA=4.47. (4) Drug 2: C(CC(=O)O)C(=O)CN.Cl. Cell line: MCF7. Synergy scores: CSS=0.0790, Synergy_ZIP=-0.728, Synergy_Bliss=2.88, Synergy_Loewe=-4.06, Synergy_HSA=-0.312. Drug 1: C1CC(C1)(C(=O)O)C(=O)O.[NH2-].[NH2-].[Pt+2]. (5) Drug 1: CC=C1C(=O)NC(C(=O)OC2CC(=O)NC(C(=O)NC(CSSCCC=C2)C(=O)N1)C(C)C)C(C)C. Drug 2: CC1=C(C(=CC=C1)Cl)NC(=O)C2=CN=C(S2)NC3=CC(=NC(=N3)C)N4CCN(CC4)CCO. Cell line: PC-3. Synergy scores: CSS=28.3, Synergy_ZIP=-2.25, Synergy_Bliss=-0.838, Synergy_Loewe=-8.73, Synergy_HSA=0.985. (6) Drug 1: C1CCC(CC1)NC(=O)N(CCCl)N=O. Drug 2: CC(C)NC(=O)C1=CC=C(C=C1)CNNC.Cl. Cell line: NCI-H322M. Synergy scores: CSS=4.75, Synergy_ZIP=2.28, Synergy_Bliss=1.30, Synergy_Loewe=-1.30, Synergy_HSA=-0.570. (7) Drug 1: CC1CCCC2(C(O2)CC(NC(=O)CC(C(C(=O)C(C1O)C)(C)C)O)C(=CC3=CSC(=N3)C)C)C. Drug 2: CC1C(C(CC(O1)OC2CC(CC3=C2C(=C4C(=C3O)C(=O)C5=C(C4=O)C(=CC=C5)OC)O)(C(=O)CO)O)N)O.Cl. Cell line: RXF 393. Synergy scores: CSS=33.4, Synergy_ZIP=-4.74, Synergy_Bliss=-6.92, Synergy_Loewe=-5.46, Synergy_HSA=-5.37.